Dataset: Forward reaction prediction with 1.9M reactions from USPTO patents (1976-2016). Task: Predict the product of the given reaction. (1) Given the reactants [CH3:1][C@@H:2]1[CH2:4][C@H:3]1[C:5](Cl)=[O:6].[NH2:8][C:9]1[S:13][N:12]=[C:11]([Br:14])[C:10]=1[C:15](=[O:17])[CH3:16].C(N(CC)CC)C, predict the reaction product. The product is: [C:15]([C:10]1[C:11]([Br:14])=[N:12][S:13][C:9]=1[NH:8][C:5]([C@@H:3]1[CH2:4][C@H:2]1[CH3:1])=[O:6])(=[O:17])[CH3:16]. (2) Given the reactants [Cl:1][C:2]1[CH:3]=[N:4][C:5]2[NH:6][C:7]3[CH:8]=[C:9]([CH2:25][N:26]4[CH2:31][CH2:30][N:29](C(OC(C)(C)C)=O)[CH2:28][CH2:27]4)[CH:10]=[C:11]([CH:24]=3)[CH2:12][CH2:13][O:14][C:15]3[CH:23]=[C:19]([NH:20][C:21]=1[N:22]=2)[CH:18]=[CH:17][CH:16]=3.[C:39]([OH:45])([C:41]([F:44])([F:43])[F:42])=[O:40], predict the reaction product. The product is: [F:42][C:41]([F:44])([F:43])[C:39]([OH:45])=[O:40].[F:42][C:41]([F:44])([F:43])[C:39]([OH:45])=[O:40].[F:42][C:41]([F:44])([F:43])[C:39]([OH:45])=[O:40].[Cl:1][C:2]1[CH:3]=[N:4][C:5]2[NH:6][C:7]3[CH:8]=[C:9]([CH2:25][N:26]4[CH2:31][CH2:30][NH:29][CH2:28][CH2:27]4)[CH:10]=[C:11]([CH:24]=3)[CH2:12][CH2:13][O:14][C:15]3[CH:23]=[C:19]([NH:20][C:21]=1[N:22]=2)[CH:18]=[CH:17][CH:16]=3. (3) Given the reactants [NH2:1][C:2]1[N:6]([C:7]2[CH:12]=[CH:11][C:10]([F:13])=[CH:9][CH:8]=2)[N:5]=[CH:4][C:3]=1[C:14]([NH:16][CH2:17][C@@:18]([OH:36])([C:32]([F:35])([F:34])[F:33])[CH2:19][C:20]([C:23]1[CH:28]=[C:27]([F:29])[CH:26]=[CH:25][C:24]=1[O:30]C)([CH3:22])[CH3:21])=[O:15].B(Br)(Br)Br, predict the reaction product. The product is: [NH2:1][C:2]1[N:6]([C:7]2[CH:12]=[CH:11][C:10]([F:13])=[CH:9][CH:8]=2)[N:5]=[CH:4][C:3]=1[C:14]([NH:16][CH2:17][C@@:18]([OH:36])([C:32]([F:35])([F:34])[F:33])[CH2:19][C:20]([C:23]1[CH:28]=[C:27]([F:29])[CH:26]=[CH:25][C:24]=1[OH:30])([CH3:22])[CH3:21])=[O:15]. (4) Given the reactants C(O[C:4]([C:6]1([CH2:12][CH2:13]OC)[CH2:11][CH2:10][NH:9][CH2:8][CH2:7]1)=[O:5])C.[Cl:16][C:17]1[CH:22]=[CH:21][CH:20]=[CH:19][C:18]=1[S:23](Cl)(=[O:25])=[O:24].[CH2:27]([N:29]1[C:37]2[C:32](=[CH:33][C:34]([NH2:38])=[CH:35][CH:36]=2)[CH:31]=[N:30]1)[CH3:28], predict the reaction product. The product is: [Cl:16][C:17]1[CH:22]=[CH:21][CH:20]=[CH:19][C:18]=1[S:23]([N:9]1[CH2:8][CH2:7][C:6]2([C:4](=[O:5])[N:38]([C:34]3[CH:33]=[C:32]4[C:37](=[CH:36][CH:35]=3)[N:29]([CH2:27][CH3:28])[N:30]=[CH:31]4)[CH2:13][CH2:12]2)[CH2:11][CH2:10]1)(=[O:25])=[O:24]. (5) Given the reactants [CH2:1](O)[CH3:2].[F:4][C:5]([F:17])([F:16])[CH:6]([O:10][C:11](=[O:15])[C:12]([CH3:14])=[CH2:13])[C:7]([OH:9])=[O:8].C1(N=C=NC2CCCCC2)CCCCC1.CN(C1C=CC=CN=1)C, predict the reaction product. The product is: [C:11]([O:10][CH:6]([C:7]([O:9][CH2:1][CH3:2])=[O:8])[C:5]([F:16])([F:17])[F:4])(=[O:15])[C:12]([CH3:14])=[CH2:13]. (6) Given the reactants [Br:1][C:2]1[CH:11]=[CH:10][C:5]([C:6]([O:8][CH3:9])=[O:7])=[CH:4][C:3]=1[OH:12].Br[CH2:14][C:15]([CH3:17])=[CH2:16].C(=O)([O-])[O-].[K+].[K+], predict the reaction product. The product is: [Br:1][C:2]1[CH:11]=[CH:10][C:5]([C:6]([O:8][CH3:9])=[O:7])=[CH:4][C:3]=1[O:12][CH2:16][C:15]([CH3:17])=[CH2:14]. (7) Given the reactants [Cl:1][C:2]1[CH:7]=[CH:6][C:5]([C:8]2([C:13]([N:15]3[CH2:20][CH2:19][CH2:18][CH:17]([CH2:21][OH:22])[CH2:16]3)=[O:14])[CH2:12][CH2:11][CH2:10][CH2:9]2)=[CH:4][CH:3]=1.CCN(C(C)C)C(C)C.[CH3:32][S:33](Cl)(=[O:35])=[O:34], predict the reaction product. The product is: [Cl:1][C:2]1[CH:3]=[CH:4][C:5]([C:8]2([C:13]([N:15]3[CH2:20][CH2:19][CH2:18][CH:17]([CH2:21][O:22][S:33]([CH3:32])(=[O:35])=[O:34])[CH2:16]3)=[O:14])[CH2:12][CH2:11][CH2:10][CH2:9]2)=[CH:6][CH:7]=1. (8) Given the reactants CS[C:3]1[NH:8][C:7](=[O:9])[CH:6]=[C:5]([CH2:10][CH2:11][CH3:12])[N:4]=1.[NH2:13][C:14]1[CH:15]=[CH:16][C:17]([F:24])=[C:18]([C:20]([F:23])([F:22])[F:21])[CH:19]=1, predict the reaction product. The product is: [F:24][C:17]1[CH:16]=[CH:15][C:14]([NH:13][C:3]2[NH:8][C:7](=[O:9])[CH:6]=[C:5]([CH2:10][CH2:11][CH3:12])[N:4]=2)=[CH:19][C:18]=1[C:20]([F:21])([F:22])[F:23].